From a dataset of Full USPTO retrosynthesis dataset with 1.9M reactions from patents (1976-2016). Predict the reactants needed to synthesize the given product. Given the product [Br:1][C:2]1[CH:3]=[C:4]([NH2:13])[C:5]([NH:6][CH2:7][CH2:8][CH2:9][CH3:10])=[CH:11][CH:12]=1, predict the reactants needed to synthesize it. The reactants are: [Br:1][C:2]1[CH:12]=[CH:11][C:5]([NH:6][CH2:7][CH2:8][CH2:9][CH3:10])=[C:4]([N+:13]([O-])=O)[CH:3]=1.O.O.[Sn](Cl)Cl.Cl.C([O-])(O)=O.[Na+].[OH-].[Na+].